Dataset: Forward reaction prediction with 1.9M reactions from USPTO patents (1976-2016). Task: Predict the product of the given reaction. (1) Given the reactants [C:1]([O:5][C:6](=[O:39])[N:7]([CH:9]([C:11](=[O:38])[NH:12][CH:13]([C:18]([N:20]1[CH2:24][CH2:23][CH:22]2[NH:25][CH2:26][CH:27]([CH2:28][O:29][C:30]3[CH:35]=[CH:34][C:33]([F:36])=[C:32]([F:37])[CH:31]=3)[CH:21]12)=[O:19])[C:14]([CH3:17])([CH3:16])[CH3:15])[CH3:10])[CH3:8])([CH3:4])([CH3:3])[CH3:2].CCN(C(C)C)C(C)C.[CH3:49][S:50](Cl)(=[O:52])=[O:51], predict the reaction product. The product is: [C:1]([O:5][C:6](=[O:39])[N:7]([CH:9]([C:11](=[O:38])[NH:12][CH:13]([C:18]([N:20]1[CH2:24][CH2:23][CH:22]2[N:25]([S:50]([CH3:49])(=[O:52])=[O:51])[CH2:26][CH:27]([CH2:28][O:29][C:30]3[CH:35]=[CH:34][C:33]([F:36])=[C:32]([F:37])[CH:31]=3)[CH:21]12)=[O:19])[C:14]([CH3:16])([CH3:17])[CH3:15])[CH3:10])[CH3:8])([CH3:2])([CH3:3])[CH3:4]. (2) Given the reactants [CH2:1]([O:3][C:4]([C:6]1[C:7]([CH3:30])=[C:8]2[C:13](=[CH:14][C:15]=1[CH3:16])[N:12]=[C:11]([CH3:17])[N:10]([C:18]1[CH:23]=[CH:22][CH:21]=[CH:20][C:19]=1[S:24](=[O:28])(=[O:27])[NH:25][CH3:26])[C:9]2=[O:29])=[O:5])[CH3:2].C(O[C:34](=O)[C:35]1C(C)=CC(NC(=O)C)=C(C(O)=O)[C:36]=1C)C.NC1C=CC=CC=1S(NC)(=O)=O.P(Cl)(Cl)Cl, predict the reaction product. The product is: [CH:2]1([CH2:1][O:3][C:4]([C:6]2[C:7]([CH3:30])=[C:8]3[C:13](=[CH:14][C:15]=2[CH3:16])[N:12]=[C:11]([CH3:17])[N:10]([C:18]2[CH:23]=[CH:22][CH:21]=[CH:20][C:19]=2[S:24](=[O:28])(=[O:27])[NH:25][CH3:26])[C:9]3=[O:29])=[O:5])[CH2:36][CH2:35][CH2:34]1. (3) Given the reactants [O:1]=[C:2]1[CH:7]=[CH:6][C:5](=[N:8][S:9]([CH3:12])(=[O:11])=[O:10])[CH:4]=[CH:3]1.O=[C:14]([CH2:20][CH2:21][CH2:22][CH3:23])[CH2:15][C:16]([O:18][CH3:19])=[O:17].C[O-].[Na+], predict the reaction product. The product is: [CH2:20]([C:14]1[O:1][C:2]2[CH:7]=[CH:6][C:5]([NH:8][S:9]([CH3:12])(=[O:11])=[O:10])=[CH:4][C:3]=2[C:15]=1[C:16]([O:18][CH3:19])=[O:17])[CH2:21][CH2:22][CH3:23]. (4) Given the reactants CCOCC.[O:6]([C:13]1[CH:18]=[CH:17][C:16]([OH:19])=[CH:15][CH:14]=1)[C:7]1[CH:12]=[CH:11][CH:10]=[CH:9][CH:8]=1.[OH-].[K+].Br[C:23]1[CH:28]=[CH:27][CH:26]=[CH:25][CH:24]=1, predict the reaction product. The product is: [O:6]([C:13]1[CH:14]=[CH:15][C:16]([O:19][C:23]2[CH:28]=[CH:27][CH:26]=[CH:25][CH:24]=2)=[CH:17][CH:18]=1)[C:7]1[CH:12]=[CH:11][CH:10]=[CH:9][CH:8]=1.